From a dataset of Catalyst prediction with 721,799 reactions and 888 catalyst types from USPTO. Predict which catalyst facilitates the given reaction. (1) Reactant: [NH2:1][CH2:2][C@@H:3]1[C@@H:11]([C@@:12]2([CH3:21])[CH2:17][CH2:16][C@H:15]([OH:18])[CH2:14][C@@H:13]2[CH2:19][OH:20])[CH2:10][CH2:9][C@@:8]2([CH3:22])[C@H:4]1[CH2:5][CH2:6][C:7]2=[CH2:23].C1CN([P+](ON2N=NC3C=CC=CC2=3)(N2CCCC2)N2CCCC2)CC1.F[P-](F)(F)(F)(F)F.[C:57]1([CH3:66])[CH:62]=[CH:61][CH:60]=[C:59]([C:63](O)=[O:64])[CH:58]=1.CCN(C(C)C)C(C)C. Product: [OH:18][C@H:15]1[CH2:16][CH2:17][C@@:12]([C@H:11]2[CH2:10][CH2:9][C@@:8]3([CH3:22])[C@@H:4]([CH2:5][CH2:6][C:7]3=[CH2:23])[C@@H:3]2[CH2:2][NH:1][C:63](=[O:64])[C:59]2[CH:60]=[CH:61][CH:62]=[C:57]([CH3:66])[CH:58]=2)([CH3:21])[C@@H:13]([CH2:19][OH:20])[CH2:14]1. The catalyst class is: 329. (2) Reactant: [CH:1]([Mg]Br)=[CH2:2].[C:5]1(=[C:11]([C:14]#[N:15])[C:12]#[N:13])[CH2:10][CH2:9][CH2:8][CH2:7][CH2:6]1. Product: [CH:1]([C:5]1([CH:11]([C:12]#[N:13])[C:14]#[N:15])[CH2:10][CH2:9][CH2:8][CH2:7][CH2:6]1)=[CH2:2]. The catalyst class is: 1.